From a dataset of Full USPTO retrosynthesis dataset with 1.9M reactions from patents (1976-2016). Predict the reactants needed to synthesize the given product. (1) Given the product [CH2:2]([O:4][C:41](=[O:37])[CH:40]=[CH:39][CH:38]1[CH2:25][C:23]1([C@@H:17]1[C@:18]2([CH3:22])[C@H:14]([C@@H:13]([O:12][Si:11]([C:7]([CH3:8])([CH3:9])[CH3:10])([CH3:35])[CH3:36])[CH2:21][CH2:20][CH2:19]2)[CH2:15][CH2:16]1)[CH2:28][CH2:29][CH2:30][C:31]([OH:34])([CH3:33])[CH3:32])[CH3:1], predict the reactants needed to synthesize it. The reactants are: [CH3:1][C:2](C)([O-:4])C.[K+].[C:7]([Si:11]([CH3:36])([CH3:35])[O:12][C@H:13]1[CH2:21][CH2:20][CH2:19][C@@:18]2([CH3:22])[C@H:14]1[CH2:15][CH2:16][C@@H:17]2[C:23]1([CH2:28][CH2:29][CH2:30][C:31]([OH:34])([CH3:33])[CH3:32])[CH2:25]C1C=O)([CH3:10])([CH3:9])[CH3:8].[O:37]1[CH2:41][CH2:40][CH2:39][CH2:38]1. (2) Given the product [F:31][C:32]1[CH:33]=[CH:34][C:35]([O:41][CH3:42])=[C:36]([CH:40]=1)[C:37]([NH:15][C@H:11]1[CH2:12][CH2:13][CH2:14][C@@H:10]1[NH:9][C:7]1[S:8][C:4]2[CH:3]=[C:2]([F:1])[CH:30]=[CH:29][C:5]=2[N:6]=1)=[O:39], predict the reactants needed to synthesize it. The reactants are: [F:1][C:2]1[CH:30]=[CH:29][C:5]2[N:6]=[C:7]([NH:9][C@H:10]3[CH2:14][CH2:13][CH2:12][C@@H:11]3[NH:15]C(=O)C3C=CC=CC=3N3C=CC=N3)[S:8][C:4]=2[CH:3]=1.[F:31][C:32]1[CH:33]=[CH:34][C:35]([O:41][CH3:42])=[C:36]([CH:40]=1)[C:37]([OH:39])=O.Cl.FC1C=CC2N=C(N[C@H]3CCC[C@@H]3N)SC=2C=1. (3) Given the product [C:1]([N:5]1[CH2:40][CH2:39][CH2:38][CH2:37][C:8]2[C:9]([C:32]3[S:33][CH:34]=[CH:35][CH:36]=3)=[C:10]3[C:19]4[CH:18]=[C:17]([C:20](=[O:42])[CH2:21][CH2:22][C@@H:23]([OH:24])[CH2:27][OH:26])[C:16]([O:30][CH3:31])=[CH:15][C:14]=4[CH2:13][CH2:12][N:11]3[C:7]=2[C:6]1=[O:41])([CH3:4])([CH3:2])[CH3:3], predict the reactants needed to synthesize it. The reactants are: [C:1]([N:5]1[CH2:40][CH2:39][CH2:38][CH2:37][C:8]2[C:9]([C:32]3[S:33][CH:34]=[CH:35][CH:36]=3)=[C:10]3[C:19]4[CH:18]=[C:17]([C:20]#[C:21][CH2:22][C@@H:23]5[CH2:27][O:26]C(C)(C)[O:24]5)[C:16]([O:30][CH3:31])=[CH:15][C:14]=4[CH2:13][CH2:12][N:11]3[C:7]=2[C:6]1=[O:41])([CH3:4])([CH3:3])[CH3:2].[OH2:42].N. (4) Given the product [Br:1][C:2]1[CH:13]=[CH:12][C:5]([C:6]([CH:15]2[CH2:17][CH2:16]2)=[O:7])=[C:4]([Cl:14])[CH:3]=1, predict the reactants needed to synthesize it. The reactants are: [Br:1][C:2]1[CH:13]=[CH:12][C:5]([C:6](N(OC)C)=[O:7])=[C:4]([Cl:14])[CH:3]=1.[CH:15]1([Mg]Br)[CH2:17][CH2:16]1.[Cl-].[NH4+]. (5) Given the product [CH2:1]([C:3]1[CH:4]=[CH:5][C:6]([C:9]2[C:10]([CH2:14][O:15][C:17]3[CH:22]=[CH:21][C:20]([CH2:23][CH2:24][C:25]([OH:27])=[O:26])=[C:19]([F:30])[C:18]=3[F:31])=[CH:11][S:12][CH:13]=2)=[CH:7][CH:8]=1)[CH3:2], predict the reactants needed to synthesize it. The reactants are: [CH2:1]([C:3]1[CH:8]=[CH:7][C:6]([C:9]2[C:10]([CH2:14][OH:15])=[CH:11][S:12][CH:13]=2)=[CH:5][CH:4]=1)[CH3:2].O[C:17]1[CH:22]=[CH:21][C:20]([CH2:23][CH2:24][C:25]([O:27]CC)=[O:26])=[C:19]([F:30])[C:18]=1[F:31].C(C1C=CC(C2C=C(C(F)(F)F)SC=2COC2C=CC(CCC(OCC)=O)=C(F)C=2F)=CC=1)C. (6) Given the product [F:27][CH:2]([F:1])[O:3][C:4]1[CH:5]=[C:6]([C:11]2[O:12][CH:13]=[C:14]([CH2:16][CH2:17][C:18]([C:20]3[C:25]([CH3:26])=[CH:24][CH:23]=[CH:22][N:21]=3)=[O:19])[N:15]=2)[CH:7]=[CH:8][C:9]=1[O:10][CH:29]([CH3:31])[CH3:30], predict the reactants needed to synthesize it. The reactants are: [F:1][CH:2]([F:27])[O:3][C:4]1[CH:5]=[C:6]([C:11]2[O:12][CH:13]=[C:14]([CH2:16][CH2:17][C:18]([C:20]3[C:25]([CH3:26])=[CH:24][CH:23]=[CH:22][N:21]=3)=[O:19])[N:15]=2)[CH:7]=[CH:8][C:9]=1[OH:10].Br[CH:29]([CH3:31])[CH3:30]. (7) Given the product [Cl:1][C:2]1[CH:7]=[CH:6][C:5]([C:8]2[N:13]=[C:12]([Br:14])[S:11][CH:9]=2)=[CH:4][CH:3]=1, predict the reactants needed to synthesize it. The reactants are: [Cl:1][C:2]1[CH:7]=[CH:6][C:5]([CH2:8][C:9]([S:11][C:12]#[N:13])=O)=[CH:4][CH:3]=1.[BrH:14].C(O)(=O)C. (8) Given the product [CH2:1]([CH:3]1[N:7]([CH2:8][CH2:9][C:10]2[NH:11][C:18](=[O:27])[C:19]3[C:20]([CH:26]=2)=[C:21]([CH3:25])[CH:22]=[CH:23][CH:24]=3)[CH:6]([CH2:12][OH:13])[CH:5]([CH3:14])[CH2:4]1)[CH3:2], predict the reactants needed to synthesize it. The reactants are: [CH2:1]([CH:3]1[N:7]([CH2:8][CH2:9][C:10]#[N:11])[CH:6]([CH2:12][OH:13])[CH:5]([CH3:14])[CH2:4]1)[CH3:2].C(N(CC)[C:18](=[O:27])[C:19]1[CH:24]=[CH:23][CH:22]=[C:21]([CH3:25])[C:20]=1[CH3:26])C. (9) Given the product [Cl:1][C:2]1[CH:3]=[C:4]([NH:15][C:16]2[C:21]([C:22]#[N:23])=[CH:20][N:19]=[C:18]3[CH:24]=[C:25](/[CH:31]=[CH:30]/[CH2:29][CH2:28][N:32]4[CH2:33][CH2:34][N:35]([CH2:38][CH3:39])[CH2:36][CH2:37]4)[S:26][C:17]=23)[CH:5]=[CH:6][C:7]=1[S:8][C:9]1[N:10]([CH3:14])[CH:11]=[CH:12][N:13]=1, predict the reactants needed to synthesize it. The reactants are: [Cl:1][C:2]1[CH:3]=[C:4]([NH:15][C:16]2[C:21]([C:22]#[N:23])=[CH:20][N:19]=[C:18]3[CH:24]=[C:25](I)[S:26][C:17]=23)[CH:5]=[CH:6][C:7]=1[S:8][C:9]1[N:10]([CH3:14])[CH:11]=[CH:12][N:13]=1.[CH2:28]([N:32]1[CH2:37][CH2:36][N:35]([CH2:38][CH3:39])[CH2:34][CH2:33]1)[CH2:29][C:30]#[CH:31].CC1(C)C(C)(C)OBO1. (10) The reactants are: [CH2:1]([N:8]1[CH2:13][CH2:12][C:11]2([C:21]3[C:16](=[CH:17][CH:18]=[CH:19][C:20]=3[CH2:22][NH2:23])[N:15]([C:24]3[C:25]4[CH:32]([CH:33]([CH3:35])[CH3:34])[CH2:31][CH2:30][C:26]=4[N:27]=[CH:28][N:29]=3)[CH2:14]2)[CH2:10][CH2:9]1)[C:2]1[CH:7]=[CH:6][CH:5]=[CH:4][CH:3]=1.[C:36]1(=O)[CH2:40][CH2:39][CH2:38][CH2:37]1.[BH-](OC(C)=O)(OC(C)=O)OC(C)=O.[Na+]. Given the product [CH2:1]([N:8]1[CH2:13][CH2:12][C:11]2([C:21]3[C:16](=[CH:17][CH:18]=[CH:19][C:20]=3[CH2:22][NH:23][CH:36]3[CH2:40][CH2:39][CH2:38][CH2:37]3)[N:15]([C:24]3[C:25]4[CH:32]([CH:33]([CH3:35])[CH3:34])[CH2:31][CH2:30][C:26]=4[N:27]=[CH:28][N:29]=3)[CH2:14]2)[CH2:10][CH2:9]1)[C:2]1[CH:3]=[CH:4][CH:5]=[CH:6][CH:7]=1, predict the reactants needed to synthesize it.